Dataset: Catalyst prediction with 721,799 reactions and 888 catalyst types from USPTO. Task: Predict which catalyst facilitates the given reaction. (1) Reactant: [Si:1]([O:8][C:9]1[CH:14]=[CH:13][C:12]([NH2:15])=[C:11]([N+:16]([O-])=O)[CH:10]=1)([C:4]([CH3:7])([CH3:6])[CH3:5])([CH3:3])[CH3:2].C(O)(=O)C. Product: [Si:1]([O:8][C:9]1[CH:10]=[C:11]([NH2:16])[C:12]([NH2:15])=[CH:13][CH:14]=1)([C:4]([CH3:7])([CH3:6])[CH3:5])([CH3:3])[CH3:2]. The catalyst class is: 447. (2) Reactant: N1C=CC=[CH:3][C:2]=1[CH2:7][S@@:8]([C:10]([CH3:13])([CH3:12])[CH3:11])=[O:9].N1C=CC=C[C:15]=1C[Li]. Product: [CH2:7]([S@:8]([C:10]([CH3:11])([CH3:12])[CH3:13])=[O:9])[CH:2]([CH3:3])[CH3:15]. The catalyst class is: 1. (3) Reactant: [CH3:1][O:2][C:3]1[CH:4]=[C:5]([CH:10]=[CH:11][C:12]=1[N+:13]([O-])=O)[C:6]([NH:8][CH3:9])=[O:7].[Sn](Cl)(Cl)(Cl)Cl.[OH-].[Na+]. Product: [NH2:13][C:12]1[CH:11]=[CH:10][C:5]([C:6]([NH:8][CH3:9])=[O:7])=[CH:4][C:3]=1[O:2][CH3:1]. The catalyst class is: 25. (4) Reactant: [NH:1]([C:6]([O:8][C:9]([CH3:12])([CH3:11])[CH3:10])=[O:7])[CH2:2][C:3]([OH:5])=[O:4].C1N=CN(C(N2C=NC=C2)=O)C=1.[CH3:25][C:26]([C@H:28]1[C@@H:32]2[C@@H:33]3[C@@:46]([CH3:49])([CH2:47][CH2:48][C@@:31]2([C:55]([OH:57])=[O:56])[CH2:30][CH2:29]1)[C@@:45]1([CH3:50])[C@@H:36]([C@:37]2([CH3:54])[C@@H:42]([CH2:43][CH2:44]1)[C:41]([CH3:52])([CH3:51])[C@@H:40]([OH:53])[CH2:39][CH2:38]2)[CH2:35][CH2:34]3)=[CH2:27]. Product: [NH:1]([C:6]([O:8][C:9]([CH3:12])([CH3:11])[CH3:10])=[O:7])[CH2:2][C:3]([OH:5])=[O:4].[CH3:27][C:26]([C@H:28]1[C@@H:32]2[C@@H:33]3[C@@:46]([CH3:49])([CH2:47][CH2:48][C@@:31]2([C:55]([OH:57])=[O:56])[CH2:30][CH2:29]1)[C@@:45]1([CH3:50])[C@@H:36]([C@:37]2([CH3:54])[C@@H:42]([CH2:43][CH2:44]1)[C:41]([CH3:51])([CH3:52])[C@@H:40]([OH:53])[CH2:39][CH2:38]2)[CH2:35][CH2:34]3)=[CH2:25]. The catalyst class is: 1. (5) Reactant: [Br:1][C:2]1[O:6][C:5]([CH:7]=[CH:8][C:9]([OH:11])=O)=[CH:4][CH:3]=1.C(N(CC)CC)C.ClC(OCC)=O.[N-:25]=[N+:26]=[N-:27].[Na+]. Product: [Br:1][C:2]1[O:6][C:5]([CH:7]=[CH:8][C:9]([N:25]=[N+:26]=[N-:27])=[O:11])=[CH:4][CH:3]=1. The catalyst class is: 10. (6) The catalyst class is: 17. Reactant: [OH:1][C@@H:2]([C:28]1[S:29][CH:30]=[C:31]([C:33]([OH:35])=[O:34])[N:32]=1)[CH2:3][C@@H:4]([N:8]([CH2:25][CH2:26][CH3:27])[C:9](=[O:24])[C@@H:10]([NH:14][C:15]([C@H:17]1[CH2:22][CH2:21][CH2:20][CH2:19][N:18]1[CH3:23])=[O:16])[CH:11]([CH3:13])[CH3:12])[CH:5]([CH3:7])[CH3:6].[C:36](OC(=O)C)(=[O:38])[CH3:37].O.C1COCC1. Product: [C:36]([O:1][C@@H:2]([C:28]1[S:29][CH:30]=[C:31]([C:33]([OH:35])=[O:34])[N:32]=1)[CH2:3][C@@H:4]([N:8]([CH2:25][CH2:26][CH3:27])[C:9](=[O:24])[C@@H:10]([NH:14][C:15]([C@H:17]1[CH2:22][CH2:21][CH2:20][CH2:19][N:18]1[CH3:23])=[O:16])[CH:11]([CH3:12])[CH3:13])[CH:5]([CH3:7])[CH3:6])(=[O:38])[CH3:37]. (7) Reactant: [CH2:1]([Li])CCC.[CH:6]1([C:9]#[C:10][Si:11]([CH3:14])([CH3:13])[CH3:12])[CH2:8][CH2:7]1.S(OC)(OC)(=O)=O. Product: [CH3:12][Si:11]([CH3:14])([CH3:13])[C:10]#[C:9][C:6]1([CH3:1])[CH2:8][CH2:7]1. The catalyst class is: 27. (8) Reactant: [CH3:1][O:2][C:3](=[O:21])[C:4]1[CH:9]=[C:8]([N:10]2[CH2:13][CH2:12][CH2:11]2)[C:7]([C:14]([F:17])([F:16])[F:15])=[CH:6][C:5]=1[N+:18]([O-])=O. Product: [CH3:1][O:2][C:3](=[O:21])[C:4]1[CH:9]=[C:8]([N:10]2[CH2:11][CH2:12][CH2:13]2)[C:7]([C:14]([F:16])([F:17])[F:15])=[CH:6][C:5]=1[NH2:18]. The catalyst class is: 312. (9) Reactant: CS(O[C:6]1([CH3:23])[CH2:9][N:8]([CH:10]([C:17]2[CH:22]=[CH:21][CH:20]=[CH:19][CH:18]=2)[C:11]2[CH:16]=[CH:15][CH:14]=[CH:13][CH:12]=2)[CH2:7]1)(=O)=O.[NH:24]1[CH2:28][CH2:27][CH2:26][CH2:25]1. Product: [C:11]1([CH:10]([C:17]2[CH:22]=[CH:21][CH:20]=[CH:19][CH:18]=2)[N:8]2[CH2:9][C:6]([N:24]3[CH2:28][CH2:27][CH2:26][CH2:25]3)([CH3:23])[CH2:7]2)[CH:16]=[CH:15][CH:14]=[CH:13][CH:12]=1. The catalyst class is: 32.